From a dataset of Full USPTO retrosynthesis dataset with 1.9M reactions from patents (1976-2016). Predict the reactants needed to synthesize the given product. (1) Given the product [Cl:21][C:15]1[CH:14]=[C:13]2[C:18]([C:19](=[O:20])[C:10]([CH2:9][NH:8][C:6](=[O:7])[C:5]3[CH:28]=[CH:29][C:2]([NH:30][CH:31]4[CH2:36][CH2:35][O:34][CH2:33][CH2:32]4)=[N:3][CH:4]=3)=[CH:11][N:12]2[C:22]2[CH:27]=[CH:26][CH:25]=[CH:24][CH:23]=2)=[CH:17][CH:16]=1, predict the reactants needed to synthesize it. The reactants are: Cl[C:2]1[CH:29]=[CH:28][C:5]([C:6]([NH:8][CH2:9][C:10]2[C:19](=[O:20])[C:18]3[C:13](=[CH:14][C:15]([Cl:21])=[CH:16][CH:17]=3)[N:12]([C:22]3[CH:27]=[CH:26][CH:25]=[CH:24][CH:23]=3)[CH:11]=2)=[O:7])=[CH:4][N:3]=1.[NH2:30][CH:31]1[CH2:36][CH2:35][O:34][CH2:33][CH2:32]1. (2) Given the product [N+:15]([O-:18])([O-:17])=[O:16].[Hf+4:23].[N+:15]([O-:18])([O-:17])=[O:16].[N+:15]([O-:18])([O-:17])=[O:16].[N+:15]([O-:18])([O-:17])=[O:16], predict the reactants needed to synthesize it. The reactants are: O=P12OP3(OP(OP(O3)(O1)=O)(=O)O2)=O.[N+:15]([O-:18])([OH:17])=[O:16].[Cl-].[Cl-].[Cl-].[Cl-].[Hf+4:23]. (3) Given the product [Cl:18][C:10]1[C:11]([CH2:12][OH:13])=[CH:15][CH:16]=[CH:17][C:9]=1[CH2:8][CH2:5][OH:6], predict the reactants needed to synthesize it. The reactants are: B.CSC.[C:5]([CH2:8][C:9]1[C:10]([Cl:18])=[C:11]([CH:15]=[CH:16][CH:17]=1)[C:12](O)=[O:13])(O)=[O:6].